Dataset: Retrosynthesis with 50K atom-mapped reactions and 10 reaction types from USPTO. Task: Predict the reactants needed to synthesize the given product. (1) Given the product O=C(NC1CCn2c(CCc3ccccc3)nc3cccc1c32)c1ccccn1, predict the reactants needed to synthesize it. The reactants are: NC1CCn2c(CCc3ccccc3)nc3cccc1c32.O=C(Cl)c1ccccn1. (2) The reactants are: CCOc1nc2c(nc1C(=O)Cl)c(C)nn2CC.Nc1nccs1. Given the product CCOc1nc2c(nc1C(=O)Nc1nccs1)c(C)nn2CC, predict the reactants needed to synthesize it. (3) Given the product O=C1NC(=S)SC1=Cc1cc(O)c(O)c([N+](=O)[O-])c1, predict the reactants needed to synthesize it. The reactants are: O=C1CSC(=S)N1.O=Cc1cc(O)c(O)c([N+](=O)[O-])c1. (4) Given the product COc1cc[nH]c1/C=C1\C(=O)Nc2cccc(C#CC(O)c3cccc(O)c3)c21, predict the reactants needed to synthesize it. The reactants are: C#CC(O)c1cccc(O)c1.COc1cc[nH]c1/C=C1\C(=O)Nc2cccc(Br)c21. (5) Given the product COc1ccccc1NS(=O)(=O)c1ccc(F)cc1, predict the reactants needed to synthesize it. The reactants are: COc1ccccc1N.O=S(=O)(Cl)c1ccc(F)cc1. (6) The reactants are: CCOC(=O)CCc1c[nH]nc1OCC.ClCc1ccc(OCc2ccccc2)cc1. Given the product CCOC(=O)CCc1cn(Cc2ccc(OCc3ccccc3)cc2)nc1OCC, predict the reactants needed to synthesize it.